Predict which catalyst facilitates the given reaction. From a dataset of Catalyst prediction with 721,799 reactions and 888 catalyst types from USPTO. (1) Reactant: [NH2:1][C:2]1[CH:9]=[CH:8][C:5]([C:6]#[N:7])=[CH:4][C:3]=1Cl.C(O[C:14]([SH:16])=[S:15])C.[K]. Product: [SH:16][C:14]1[S:15][C:3]2[CH:4]=[C:5]([C:6]#[N:7])[CH:8]=[CH:9][C:2]=2[N:1]=1. The catalyst class is: 3. (2) Reactant: Cl[C:2]1[C:3]2[N:10]([CH3:11])[CH:9]=[CH:8][C:4]=2[N:5]=[CH:6][N:7]=1.[F:12][C:13]1[CH:14]=[C:15]([OH:22])[CH:16]=[CH:17][C:18]=1[N+:19]([O-:21])=[O:20]. Product: [F:12][C:13]1[CH:14]=[C:15]([CH:16]=[CH:17][C:18]=1[N+:19]([O-:21])=[O:20])[O:22][C:2]1[C:3]2[N:10]([CH3:11])[CH:9]=[CH:8][C:4]=2[N:5]=[CH:6][N:7]=1. The catalyst class is: 673. (3) Reactant: [CH3:1][C:2]1([CH3:10])[CH2:7][C:6](=[O:8])[CH2:5][C:4](=[O:9])[CH2:3]1.[CH:11]1([CH2:14][C:15](O)=[O:16])[CH2:13][CH2:12]1. Product: [CH:11]1([CH2:14][C:15]([CH:5]2[C:6](=[O:8])[CH2:7][C:2]([CH3:10])([CH3:1])[CH2:3][C:4]2=[O:9])=[O:16])[CH2:13][CH2:12]1. The catalyst class is: 143.